This data is from Forward reaction prediction with 1.9M reactions from USPTO patents (1976-2016). The task is: Predict the product of the given reaction. (1) Given the reactants [N+:1]([O-:4])(O)=[O:2].C[N:6]1[CH:10]=[CH:9][CH:8]=[C:7]1[C:11]([OH:13])=[O:12].[CH3:14]C(OC(C)=O)=O, predict the reaction product. The product is: [CH3:14][C:8]1[C:9]([N+:1]([O-:4])=[O:2])=[CH:10][NH:6][C:7]=1[C:11]([OH:13])=[O:12]. (2) Given the reactants [CH:1]([C:3]1[CH:12]=[C:11]2[C:6]([CH:7]=[C:8]([NH:13][C:14](=[O:23])[O:15][CH2:16][C:17]3[CH:22]=[CH:21][CH:20]=[CH:19][CH:18]=3)[CH:9]=[N:10]2)=[N:5][CH:4]=1)=[O:2].CO.[BH4-].[Na+].Cl, predict the reaction product. The product is: [OH:2][CH2:1][C:3]1[CH:12]=[C:11]2[C:6]([CH:7]=[C:8]([NH:13][C:14](=[O:23])[O:15][CH2:16][C:17]3[CH:22]=[CH:21][CH:20]=[CH:19][CH:18]=3)[CH:9]=[N:10]2)=[N:5][CH:4]=1. (3) Given the reactants [Br:1]N1C(=O)CCC1=O.C[O:10][C:11]([C:13]1[NH:14][C:15]([CH2:20][CH3:21])=[CH:16][C:17]=1[C:18]#[N:19])=[O:12].[OH-].[Na+], predict the reaction product. The product is: [Br:1][C:16]1[C:17]([C:18]#[N:19])=[C:13]([C:11]([OH:10])=[O:12])[NH:14][C:15]=1[CH2:20][CH3:21]. (4) Given the reactants [C:1]([O:5][C:6](=[O:39])[CH2:7][CH2:8][C:9]1[CH:14]=[CH:13][C:12]([O:15][CH2:16][CH2:17][C:18]2[N:19]=[C:20]([C:24]3[CH:29]=[CH:28][CH:27]=[CH:26][CH:25]=3)[O:21][C:22]=2[CH3:23])=[CH:11][C:10]=1[CH2:30][N:31](C)[C:32](=O)C(F)(F)F)([CH3:4])([CH3:3])[CH3:2].[OH-].[Na+], predict the reaction product. The product is: [C:1]([O:5][C:6](=[O:39])[CH2:7][CH2:8][C:9]1[CH:14]=[CH:13][C:12]([O:15][CH2:16][CH2:17][C:18]2[N:19]=[C:20]([C:24]3[CH:25]=[CH:26][CH:27]=[CH:28][CH:29]=3)[O:21][C:22]=2[CH3:23])=[CH:11][C:10]=1[CH2:30][NH:31][CH3:32])([CH3:4])([CH3:3])[CH3:2]. (5) Given the reactants C[N:2]([CH2:4][C@@H:5]1[CH2:8][C@H:7]([C:9]2[N:13]3[CH:14]=[CH:15][N:16]=[C:17]([NH2:18])[C:12]3=[C:11]([C:19]3[CH:24]=[CH:23][C:22]([O:25][C:26]4[CH:31]=[CH:30][CH:29]=[CH:28][CH:27]=4)=[CH:21][CH:20]=3)[N:10]=2)[CH2:6]1)C.N, predict the reaction product. The product is: [NH2:2][CH2:4][CH:5]1[CH2:6][CH:7]([C:9]2[N:13]3[CH:14]=[CH:15][N:16]=[C:17]([NH2:18])[C:12]3=[C:11]([C:19]3[CH:24]=[CH:23][C:22]([O:25][C:26]4[CH:31]=[CH:30][CH:29]=[CH:28][CH:27]=4)=[CH:21][CH:20]=3)[N:10]=2)[CH2:8]1. (6) Given the reactants [CH3:1][O:2][C:3]1[CH:4]=[C:5]([CH:9]=[C:10]([N+:12]([O-:14])=[O:13])[CH:11]=1)[C:6](Cl)=[O:7].[F:15][C:16]([F:28])([F:27])[O:17][C:18]1[CH:19]=[C:20](B(O)O)[CH:21]=[CH:22][CH:23]=1.O, predict the reaction product. The product is: [CH3:1][O:2][C:3]1[CH:4]=[C:5]([C:6]([C:20]2[CH:21]=[CH:22][CH:23]=[C:18]([O:17][C:16]([F:15])([F:27])[F:28])[CH:19]=2)=[O:7])[CH:9]=[C:10]([N+:12]([O-:14])=[O:13])[CH:11]=1. (7) Given the reactants Br[C:2]1[N:7]=[C:6]([NH:8][CH2:9][C:10]2[CH:15]=[CH:14][CH:13]=[C:12]([F:16])[CH:11]=2)[CH:5]=[CH:4][CH:3]=1.[F:17][C:18]1[CH:23]=[C:22](B2OC(C)(C)C(C)(C)O2)[C:21]([CH3:33])=[CH:20][N:19]=1.C(Cl)Cl, predict the reaction product. The product is: [F:17][C:18]1[CH:23]=[C:22]([C:2]2[CH:3]=[CH:4][CH:5]=[C:6]([NH:8][CH2:9][C:10]3[CH:15]=[CH:14][CH:13]=[C:12]([F:16])[CH:11]=3)[N:7]=2)[C:21]([CH3:33])=[CH:20][N:19]=1. (8) Given the reactants C(OC([N:8]1[CH2:14][CH2:13][CH2:12][N:11]([C:15]2[N:19]([CH2:20][CH2:21][O:22][CH2:23][CH:24]3[CH2:26][CH2:25]3)[C:18]3[CH:27]=[CH:28][CH:29]=[CH:30][C:17]=3[N:16]=2)[CH2:10][CH2:9]1)=O)(C)(C)C.[ClH:31], predict the reaction product. The product is: [ClH:31].[ClH:31].[CH:24]1([CH2:23][O:22][CH2:21][CH2:20][N:19]2[C:18]3[CH:27]=[CH:28][CH:29]=[CH:30][C:17]=3[N:16]=[C:15]2[N:11]2[CH2:12][CH2:13][CH2:14][NH:8][CH2:9][CH2:10]2)[CH2:25][CH2:26]1. (9) Given the reactants Br[C:2]1[C:10]2[C:6](=[N:7][N:8]([C:11]3[CH:16]=[CH:15][N:14]=[CH:13][CH:12]=3)[N:9]=2)[C:5](Br)=[CH:4][CH:3]=1.[O:18]([C:25]1[CH:30]=[CH:29][C:28](B(O)O)=[CH:27][CH:26]=1)[C:19]1[CH:24]=[CH:23][CH:22]=[CH:21][CH:20]=1.[C:34](=[O:37])([O-])[O-].[Na+].[Na+].[CH3:40][C:41]([CH3:43])=O, predict the reaction product. The product is: [O:18]([C:25]1[CH:30]=[CH:29][C:28]([C:2]2[C:10]3[C:6](=[N:7][N:8]([C:11]4[CH:16]=[CH:15][N:14]=[CH:13][CH:12]=4)[N:9]=3)[C:5]([C:41]3[CH:43]=[CH:16][C:11]([O:37][C:34]4[CH:6]=[CH:10][CH:2]=[CH:3][CH:4]=4)=[CH:12][CH:40]=3)=[CH:4][CH:3]=2)=[CH:27][CH:26]=1)[C:19]1[CH:24]=[CH:23][CH:22]=[CH:21][CH:20]=1. (10) Given the reactants O[C:2]([CH:5]1[CH2:10][CH2:9][CH:8]([C:11]2[S:12][C:13]([C:16]3[CH:21]=[CH:20][C:19]([NH:22][C:23]([NH:25][C:26]4[CH:31]=[C:30]([F:32])[C:29]([F:33])=[CH:28][C:27]=4[F:34])=[O:24])=[CH:18][CH:17]=3)=[CH:14][N:15]=2)[CH2:7][CH2:6]1)([CH3:4])[CH3:3].[Cl:35][CH2:36][C:37]#[N:38].S(=O)(=O)(O)[OH:40].O, predict the reaction product. The product is: [Cl:35][CH2:36][C:37]([NH:38][C:2]([CH:5]1[CH2:10][CH2:9][CH:8]([C:11]2[S:12][C:13]([C:16]3[CH:17]=[CH:18][C:19]([NH:22][C:23]([NH:25][C:26]4[CH:31]=[C:30]([F:32])[C:29]([F:33])=[CH:28][C:27]=4[F:34])=[O:24])=[CH:20][CH:21]=3)=[CH:14][N:15]=2)[CH2:7][CH2:6]1)([CH3:3])[CH3:4])=[O:40].